Dataset: Catalyst prediction with 721,799 reactions and 888 catalyst types from USPTO. Task: Predict which catalyst facilitates the given reaction. (1) Reactant: O.O.O.[F-].C([N+](CCCC)(CCCC)CCCC)CCC.C1COCC1.[CH:27]1([C:33]2[CH:38]=[CH:37][C:36]([C:39]([NH:41][C:42]3[CH:51]=[CH:50][C:49]([C:52]#[C:53][Si](C)(C)C)=[CH:48][C:43]=3[C:44]([O:46][CH3:47])=[O:45])=[O:40])=[CH:35][CH:34]=2)[CH2:32][CH2:31][CH2:30][CH2:29][CH2:28]1. Product: [CH:27]1([C:33]2[CH:34]=[CH:35][C:36]([C:39]([NH:41][C:42]3[CH:51]=[CH:50][C:49]([C:52]#[CH:53])=[CH:48][C:43]=3[C:44]([O:46][CH3:47])=[O:45])=[O:40])=[CH:37][CH:38]=2)[CH2:32][CH2:31][CH2:30][CH2:29][CH2:28]1. The catalyst class is: 13. (2) Reactant: [C:1](Cl)(=[O:5])[C:2](Cl)=[O:3].ClCCl.[F:10][C:11]1[CH:12]=[C:13]([C@H:19]2[NH:23][C@@H:22]([C:24]([OH:27])([CH3:26])[CH3:25])[CH2:21][CH2:20]2)[CH:14]=[C:15]([F:18])[C:16]=1[F:17].N1C=CC=CC=1. Product: [CH3:26][C:24]1([CH3:25])[C@H:22]2[CH2:21][CH2:20][C@@H:19]([C:13]3[CH:12]=[C:11]([F:10])[C:16]([F:17])=[C:15]([F:18])[CH:14]=3)[N:23]2[C:2](=[O:3])[C:1](=[O:5])[O:27]1. The catalyst class is: 6. (3) Reactant: Br[CH2:2][CH2:3][CH2:4][CH2:5][CH2:6][O:7][CH2:8][CH2:9][C:10]1[CH:15]=[CH:14][CH:13]=[CH:12][CH:11]=1.[CH2:16]([O:18][CH:19]([O:22][CH2:23][CH3:24])[CH2:20][NH2:21])[CH3:17].C(N(C(C)C)CC)(C)C.C(OCC)(=O)C. Product: [CH2:16]([O:18][CH:19]([O:22][CH2:23][CH3:24])[CH2:20][NH:21][CH2:2][CH2:3][CH2:4][CH2:5][CH2:6][O:7][CH2:8][CH2:9][C:10]1[CH:15]=[CH:14][CH:13]=[CH:12][CH:11]=1)[CH3:17]. The catalyst class is: 8. (4) Reactant: CCN(S(F)(F)[F:7])CC.O[C:11]1([CH2:31][CH2:32][C:33]2[CH:42]=[CH:41][C:36]3[C:37](=[O:40])[O:38][CH2:39][C:35]=3[CH:34]=2)[CH2:16][CH2:15][N:14]([C:17](=[O:30])[CH2:18][C:19]2[CH:24]=[CH:23][C:22]([N:25]3[CH:29]=[N:28][N:27]=[N:26]3)=[CH:21][CH:20]=2)[CH2:13][CH2:12]1. Product: [F:7][C:11]1([CH2:31][CH2:32][C:33]2[CH:42]=[CH:41][C:36]3[C:37](=[O:40])[O:38][CH2:39][C:35]=3[CH:34]=2)[CH2:16][CH2:15][N:14]([C:17](=[O:30])[CH2:18][C:19]2[CH:24]=[CH:23][C:22]([N:25]3[CH:29]=[N:28][N:27]=[N:26]3)=[CH:21][CH:20]=2)[CH2:13][CH2:12]1. The catalyst class is: 96. (5) Product: [CH2:1]([O:3][C:4]1[CH:5]=[C:6]([C:13](=[O:19])[CH2:14][CH2:15][C:16]([NH:37][C:22]2[C:21]([CH3:20])=[C:30]([C:31]3[CH:36]=[CH:35][CH:34]=[CH:33][CH:32]=3)[C:29]3[C:24](=[CH:25][CH:26]=[CH:27][CH:28]=3)[N:23]=2)=[O:18])[CH:7]=[CH:8][C:9]=1[O:10][CH2:11][CH3:12])[CH3:2]. Reactant: [CH2:1]([O:3][C:4]1[CH:5]=[C:6]([C:13](=[O:19])[CH2:14][CH2:15][C:16]([OH:18])=O)[CH:7]=[CH:8][C:9]=1[O:10][CH2:11][CH3:12])[CH3:2].[CH3:20][C:21]1[C:22]([NH2:37])=[N:23][C:24]2[C:29]([C:30]=1[C:31]1[CH:36]=[CH:35][CH:34]=[CH:33][CH:32]=1)=[CH:28][CH:27]=[CH:26][CH:25]=2.CCN=C=NCCCN(C)C.C1C=CC2N(O)N=NC=2C=1. The catalyst class is: 10. (6) Product: [Cl:14][C:15]1[CH:16]=[C:17]2[C:21](=[CH:22][CH:23]=1)[NH:20][C:19](=[O:24])[C:18]2([OH:25])[C:2]1[CH:7]=[CH:6][CH:5]=[CH:4][C:3]=1[O:8][C:9]([F:12])([F:11])[F:10]. The catalyst class is: 332. Reactant: Br[C:2]1[CH:7]=[CH:6][CH:5]=[CH:4][C:3]=1[O:8][C:9]([F:12])([F:11])[F:10].[Mg].[Cl:14][C:15]1[CH:16]=[C:17]2[C:21](=[CH:22][CH:23]=1)[NH:20][C:19](=[O:24])[C:18]2=[O:25].